This data is from Peptide-MHC class II binding affinity with 134,281 pairs from IEDB. The task is: Regression. Given a peptide amino acid sequence and an MHC pseudo amino acid sequence, predict their binding affinity value. This is MHC class II binding data. (1) The peptide sequence is SMSLFEVDQTKIQYV. The MHC is HLA-DQA10103-DQB10603 with pseudo-sequence HLA-DQA10103-DQB10603. The binding affinity (normalized) is 0. (2) The peptide sequence is NPGLIIGALAGS. The MHC is DRB1_0404 with pseudo-sequence DRB1_0404. The binding affinity (normalized) is 0.144. (3) The peptide sequence is YCVSLFNKGRLRVNG. The MHC is DRB1_0101 with pseudo-sequence DRB1_0101. The binding affinity (normalized) is 0.879. (4) The peptide sequence is KAFAEGLSGEPKGGA. The MHC is HLA-DPA10201-DPB10101 with pseudo-sequence HLA-DPA10201-DPB10101. The binding affinity (normalized) is 0.181. (5) The binding affinity (normalized) is 0.549. The MHC is DRB1_0802 with pseudo-sequence DRB1_0802. The peptide sequence is LLKIWKNYMKIMNHL. (6) The binding affinity (normalized) is 0.442. The MHC is DRB1_0801 with pseudo-sequence DRB1_0801. The peptide sequence is LSEFGKAKGSRAIWY. (7) The peptide sequence is AFILDGDNLFPCV. The MHC is DRB1_0401 with pseudo-sequence DRB1_0401. The binding affinity (normalized) is 0.687. (8) The peptide sequence is RDLLFKLLEYSNQNE. The MHC is H-2-IAb with pseudo-sequence H-2-IAb. The binding affinity (normalized) is 0.